Dataset: Forward reaction prediction with 1.9M reactions from USPTO patents (1976-2016). Task: Predict the product of the given reaction. (1) Given the reactants [C:1]([O:5][C:6]([NH:8][C@@H:9]([C:13]([CH3:16])([CH3:15])[CH3:14])[C:10]([OH:12])=O)=[O:7])([CH3:4])([CH3:3])[CH3:2].[OH-:17].[Na+], predict the reaction product. The product is: [C:1]([O:5][C:6]([NH:8][C@@H:9]([C:13]([CH3:16])([CH3:15])[CH3:14])[C:10]([NH:8][C@@H:9]([CH3:13])[C:10]([OH:12])=[O:17])=[O:12])=[O:7])([CH3:2])([CH3:3])[CH3:4]. (2) Given the reactants [C:1]([O:6][C:7]12[CH2:16][CH:11]3[CH2:12][CH:13]([CH2:15][C:9]([OH:17])([CH2:10]3)[CH2:8]1)[CH2:14]2)(=[O:5])[C:2]([CH3:4])=[CH2:3].C(O[C:22]1[CH:29]=[CH:28][C:25]([CH:26]=[CH2:27])=[CH:24][CH:23]=1)(=O)C, predict the reaction product. The product is: [C:1]([O:6][C:7]12[CH2:14][CH:13]3[CH2:12][CH:11]([CH2:10][C:9]([OH:17])([CH2:15]3)[CH2:8]1)[CH2:16]2)(=[O:5])[C:2]([CH3:4])=[CH2:3].[CH:26]([C:25]1[CH:28]=[CH:29][CH:22]=[CH:23][C:24]=1[OH:5])=[CH2:27]. (3) Given the reactants C[Si]([N-][Si](C)(C)C)(C)C.[Na+].[O:11]1[CH2:16][CH2:15][CH:14]([OH:17])[CH2:13][CH2:12]1.Br[CH2:19][C:20]1[CH:27]=[CH:26][C:23]([C:24]#[N:25])=[CH:22][CH:21]=1, predict the reaction product. The product is: [O:11]1[CH2:16][CH2:15][CH:14]([O:17][CH2:19][C:20]2[CH:27]=[CH:26][C:23]([C:24]#[N:25])=[CH:22][CH:21]=2)[CH2:13][CH2:12]1. (4) The product is: [OH:20][C:21]1[CH:22]=[C:23]([CH:26]=[CH:27][C:28]=1[C:29]1[CH:30]=[CH:31][CH:32]=[CH:33][CH:34]=1)[CH2:24][NH:25][C:2]1[N:6]([C@@H:7]2[O:13][C@H:12]([CH2:14][OH:15])[C@@H:10]([OH:11])[C@H:8]2[OH:9])[C:5]2[CH:16]=[CH:17][CH:18]=[CH:19][C:4]=2[N:3]=1. Given the reactants Cl[C:2]1[N:6]([C@@H:7]2[O:13][C@H:12]([CH2:14][OH:15])[C@@H:10]([OH:11])[C@H:8]2[OH:9])[C:5]2[CH:16]=[CH:17][CH:18]=[CH:19][C:4]=2[N:3]=1.[OH:20][C:21]1[CH:22]=[C:23]([CH:26]=[CH:27][C:28]=1[C:29]1[CH:34]=[CH:33][CH:32]=[CH:31][CH:30]=1)[CH2:24][NH2:25].C(N(CC)CC)C, predict the reaction product. (5) Given the reactants [H-].[Na+].[C:3]([O:7][C:8](=[O:35])[CH2:9][CH2:10][C:11]1[CH:16]=[CH:15][C:14]([C:17]([N:19]2[CH2:28][C:27]3[CH:26]=[N:25][N:24]([CH3:29])[C:23]=3[NH:22][C:21]3[CH:30]=[CH:31][CH:32]=[CH:33][C:20]2=3)=[O:18])=[CH:13][C:12]=1[CH3:34])([CH3:6])([CH3:5])[CH3:4].CI.[CH3:38]COC(C)=O, predict the reaction product. The product is: [C:3]([O:7][C:8](=[O:35])[CH2:9][CH2:10][C:11]1[CH:16]=[CH:15][C:14]([C:17]([N:19]2[CH2:28][C:27]3[CH:26]=[N:25][N:24]([CH3:29])[C:23]=3[N:22]([CH3:38])[C:21]3[CH:30]=[CH:31][CH:32]=[CH:33][C:20]2=3)=[O:18])=[CH:13][C:12]=1[CH3:34])([CH3:6])([CH3:5])[CH3:4]. (6) Given the reactants COC1C=CC([CH2:7][N:8](C)[C:9]2[CH:18]=[C:17]3[C:12]([CH:13]=[C:14]([C:21]4[CH:26]=[C:25]([NH2:27])[C:24]([F:28])=[CH:23][C:22]=4[F:29])[C:15](=[O:20])[N:16]3[CH3:19])=[CH:11][N:10]=2)=CC=1.C(O)(C(F)(F)F)=O.O, predict the reaction product. The product is: [NH2:27][C:25]1[C:24]([F:28])=[CH:23][C:22]([F:29])=[C:21]([C:14]2[C:15](=[O:20])[N:16]([CH3:19])[C:17]3[C:12]([CH:13]=2)=[CH:11][N:10]=[C:9]([NH:8][CH3:7])[CH:18]=3)[CH:26]=1. (7) Given the reactants [CH2:1]([S:3][C:4]1[C:5]([C:10]([NH:12][C:13]2[CH:18]=[C:17]([S:19][C:20]([F:23])([F:22])[F:21])[CH:16]=[CH:15][C:14]=2[OH:24])=O)=[N:6][CH:7]=[CH:8][CH:9]=1)[CH3:2].COCCOC(/N=N\C(OCCOC)=O)=O.C1(P(C2C=CC=CC=2)C2C=CC=CC=2)C=CC=CC=1, predict the reaction product. The product is: [CH2:1]([S:3][C:4]1[C:5]([C:10]2[O:24][C:14]3[CH:15]=[CH:16][C:17]([S:19][C:20]([F:21])([F:22])[F:23])=[CH:18][C:13]=3[N:12]=2)=[N:6][CH:7]=[CH:8][CH:9]=1)[CH3:2].